From a dataset of Full USPTO retrosynthesis dataset with 1.9M reactions from patents (1976-2016). Predict the reactants needed to synthesize the given product. (1) Given the product [Cl:43][CH2:45][CH2:46][CH:47]([C:53]1[CH:58]=[CH:57][CH:56]=[CH:55][CH:54]=1)[CH2:48][C:49]1[O:28][C:26](/[CH:25]=[CH:24]/[C:14]2[CH:15]=[CH:16][C:17]([N:18]3[CH:22]=[C:21]([CH3:23])[N:20]=[CH:19]3)=[C:12]([O:11][CH3:10])[CH:13]=2)=[N:52][N:51]=1, predict the reactants needed to synthesize it. The reactants are: C(N(C(C)C)CC)(C)C.[CH3:10][O:11][C:12]1[CH:13]=[C:14](/[CH:24]=[CH:25]/[C:26]([OH:28])=O)[CH:15]=[CH:16][C:17]=1[N:18]1[CH:22]=[C:21]([CH3:23])[N:20]=[CH:19]1.C1N(P([Cl:43])(N2C(=O)OCC2)=O)C(=O)OC1.O[CH2:45][CH2:46][CH:47]([C:53]1[CH:58]=[CH:57][CH:56]=[CH:55][CH:54]=1)[CH2:48][C:49]([NH:51][NH2:52])=O. (2) Given the product [NH2:9][CH2:8][CH2:7][CH2:6][CH2:5][CH2:4][C:3]([OH:10])=[O:1], predict the reactants needed to synthesize it. The reactants are: [OH-:1].[Na+].[C:3]1(=[O:10])[NH:9][CH2:8][CH2:7][CH2:6][CH2:5][CH2:4]1. (3) Given the product [I:27][CH2:2][CH2:3][C@H:4]([C:17]1[CH:22]=[CH:21][CH:20]=[CH:19][CH:18]=1)[O:5][C:6]1[CH:11]=[CH:10][C:9]([O:12][C:13](=[O:15])[CH3:14])=[CH:8][C:7]=1[CH3:16], predict the reactants needed to synthesize it. The reactants are: Cl[CH2:2][CH2:3][C@H:4]([C:17]1[CH:22]=[CH:21][CH:20]=[CH:19][CH:18]=1)[O:5][C:6]1[CH:11]=[CH:10][C:9]([O:12][C:13](=[O:15])[CH3:14])=[CH:8][C:7]=1[CH3:16].CC(C)=O.[I-:27].[K+].